Dataset: Peptide-MHC class I binding affinity with 185,985 pairs from IEDB/IMGT. Task: Regression. Given a peptide amino acid sequence and an MHC pseudo amino acid sequence, predict their binding affinity value. This is MHC class I binding data. The peptide sequence is GEYAPFARL. The MHC is HLA-B15:17 with pseudo-sequence YYAMYRENMASTYENIAYLRYHDYTWAELAYLWY. The binding affinity (normalized) is 0.0847.